From a dataset of Forward reaction prediction with 1.9M reactions from USPTO patents (1976-2016). Predict the product of the given reaction. (1) Given the reactants [N+:1]([C:4]1[C:12]2[O:11][C:10]([NH:13][CH:14]3[CH2:19][CH2:18][NH:17][CH2:16][CH2:15]3)=[N:9][C:8]=2[CH:7]=[CH:6][CH:5]=1)([O-:3])=[O:2].[CH2:20]([O:22][C:23]1[CH:24]=[C:25]([CH:28]=[C:29]([O:32][CH2:33][CH3:34])[C:30]=1[F:31])[CH:26]=O)[CH3:21].C([BH3-])#N.[Na+].C(N(C(C)C)C(C)C)C, predict the reaction product. The product is: [CH2:20]([O:22][C:23]1[CH:24]=[C:25]([CH:28]=[C:29]([O:32][CH2:33][CH3:34])[C:30]=1[F:31])[CH2:26][N:17]1[CH2:18][CH2:19][CH:14]([NH:13][C:10]2[O:11][C:12]3[C:4]([N+:1]([O-:3])=[O:2])=[CH:5][CH:6]=[CH:7][C:8]=3[N:9]=2)[CH2:15][CH2:16]1)[CH3:21]. (2) Given the reactants [NH2:1][C:2]1[CH:11]=[C:10]2[C:5]([CH:6]([CH2:12][CH2:13][CH2:14][CH3:15])[O:7][C:8]2=[O:9])=[CH:4][CH:3]=1, predict the reaction product. The product is: [CH2:12]([CH:6]1[C:5]2[C:10](=[CH:11][C:2]([NH:1][CH:2]3[CH2:11][CH2:10][CH2:5][CH2:4][CH2:3]3)=[CH:3][CH:4]=2)[C:8](=[O:9])[O:7]1)[CH2:13][CH2:14][CH3:15]. (3) The product is: [NH:1]1[C:9]2[C:4](=[CH:5][CH:6]=[CH:7][CH:8]=2)[C:3]([CH2:10][C@H:11]([NH:13][CH2:14][C:15]([F:35])([F:36])[CH2:16][OH:17])[CH3:12])=[CH:2]1. Given the reactants [NH:1]1[C:9]2[C:4](=[CH:5][CH:6]=[CH:7][CH:8]=2)[C:3]([CH2:10][C@H:11]([NH:13][CH2:14][C:15]([F:36])([F:35])[CH2:16][O:17][Si](C(C)(C)C)(C2C=CC=CC=2)C2C=CC=CC=2)[CH3:12])=[CH:2]1.CCCC[N+](CCCC)(CCCC)CCCC.[F-], predict the reaction product. (4) The product is: [Cl:22][C:15]1[N:16]=[C:17]2[C:12](=[CH:13][C:14]=1[O:23][CH2:24][CH3:25])[CH:11]=[C:10]1[N:18]2[CH:19]([CH3:21])[CH2:20][NH:8][CH2:9]1. Given the reactants C(OC([N:8]1[CH2:20][C@@H:19]([CH3:21])[N:18]2[C:10](=[CH:11][C:12]3[C:17]2=[N:16][C:15]([Cl:22])=[C:14]([O:23][CH2:24][CH3:25])[CH:13]=3)[CH2:9]1)=O)(C)(C)C.ClCCl, predict the reaction product. (5) Given the reactants [Br:1][C:2]1[CH:7]=[CH:6][C:5]([OH:8])=[CH:4][C:3]=1[CH3:9].C(=O)([O-])[O-].[K+].[K+].[CH2:16](Br)[C:17]1[CH:22]=[CH:21][CH:20]=[CH:19][CH:18]=1.O, predict the reaction product. The product is: [CH2:16]([O:8][C:5]1[CH:6]=[CH:7][C:2]([Br:1])=[C:3]([CH3:9])[CH:4]=1)[C:17]1[CH:22]=[CH:21][CH:20]=[CH:19][CH:18]=1.